From a dataset of Peptide-MHC class I binding affinity with 185,985 pairs from IEDB/IMGT. Regression. Given a peptide amino acid sequence and an MHC pseudo amino acid sequence, predict their binding affinity value. This is MHC class I binding data. (1) The peptide sequence is MLCMFIPSV. The MHC is HLA-A68:02 with pseudo-sequence HLA-A68:02. The binding affinity (normalized) is 0.318. (2) The peptide sequence is FREVWKQLF. The MHC is HLA-B15:01 with pseudo-sequence HLA-B15:01. The binding affinity (normalized) is 0.0847. (3) The peptide sequence is NHINVELVL. The MHC is Mamu-A07 with pseudo-sequence Mamu-A07. The binding affinity (normalized) is 0.900.